Task: Predict the reaction yield, written as a fraction of the theoretical maximum amount of product (1.0 means a 100% yield; for example, 0.34 means a 34% yield).. Dataset: Reaction yield outcomes from USPTO patents with 853,638 reactions (1) The reactants are BrC1C(N2CCN(C(NC3C=CC=CC=3)=O)CC2)=C2N=C(C3C=CC(N(C)C)=CC=3)NC2=NC=1.[Br:35][C:36]1[C:37]([N:46]2[CH2:51][CH2:50][N:49]([CH2:52][C:53]3[CH:54]=[N:55][C:56]([C:59]([F:62])([F:61])[F:60])=[CH:57][CH:58]=3)[CH2:48][CH2:47]2)=[C:38]([N+:43]([O-])=O)[C:39]([NH2:42])=[N:40][CH:41]=1.[O-]S(S([O-])=O)=O.[Na+].[Na+].[N:71]1([C:77]2[CH:84]=[CH:83][C:80]([CH:81]=O)=[CH:79][CH:78]=2)[CH2:76][CH2:75][O:74][CH2:73][CH2:72]1. The catalyst is C(O)C.CN(C=O)C. The product is [Br:35][C:36]1[C:37]([N:46]2[CH2:51][CH2:50][N:49]([CH2:52][C:53]3[CH:54]=[N:55][C:56]([C:59]([F:62])([F:61])[F:60])=[CH:57][CH:58]=3)[CH2:48][CH2:47]2)=[C:38]2[N:43]=[C:81]([C:80]3[CH:79]=[CH:78][C:77]([N:71]4[CH2:76][CH2:75][O:74][CH2:73][CH2:72]4)=[CH:84][CH:83]=3)[NH:42][C:39]2=[N:40][CH:41]=1. The yield is 0.230. (2) The reactants are [NH:1]1[C:5]2[CH:6]=[CH:7][C:8]([C:10]([OH:12])=O)=[CH:9][C:4]=2[N:3]=[CH:2]1.[CH3:13][O:14][C:15]1[CH:28]=[CH:27][C:18]2[C@H:19]3[C@H:24]([CH2:25][CH2:26][C:17]=2[CH:16]=1)[NH:23][CH2:22][CH2:21][CH2:20]3. No catalyst specified. The product is [NH:1]1[C:5]2[CH:6]=[CH:7][C:8]([C:10]([N:23]3[C@@H:24]4[C@H:19]([C:18]5[CH:27]=[CH:28][C:15]([O:14][CH3:13])=[CH:16][C:17]=5[CH2:26][CH2:25]4)[CH2:20][CH2:21][CH2:22]3)=[O:12])=[CH:9][C:4]=2[N:3]=[CH:2]1. The yield is 0.710. (3) The reactants are [CH3:1][C:2]1[CH:7]=[CH:6][N:5]=[C:4]([NH:8][C:9](=[O:15])[O:10][C:11]([CH3:14])([CH3:13])[CH3:12])[CH:3]=1.C([Li])CCC.[C:21](OCC)(=[O:28])[C:22]1[CH:27]=[CH:26][N:25]=[CH:24][CH:23]=1. The catalyst is C1COCC1. The product is [O:28]=[C:21]([C:22]1[CH:27]=[CH:26][N:25]=[CH:24][CH:23]=1)[CH2:1][C:2]1[CH:7]=[CH:6][N:5]=[C:4]([NH:8][C:9](=[O:15])[O:10][C:11]([CH3:12])([CH3:14])[CH3:13])[CH:3]=1. The yield is 0.500.